From a dataset of Forward reaction prediction with 1.9M reactions from USPTO patents (1976-2016). Predict the product of the given reaction. (1) Given the reactants C1(N2CC[O:9]CC2)CCCC=1.[CH3:12][S:13]([C:16]1[CH:23]=[CH:22][C:19]([CH:20]=O)=[CH:18][CH:17]=1)(=[O:15])=[O:14].Cl.[CH:25]1[CH:30]=[CH:29][CH:28]=[CH:27]C=1, predict the reaction product. The product is: [CH3:12][S:13]([C:16]1[CH:23]=[CH:22][C:19]([CH:20]=[C:27]2[CH2:28][CH2:29][CH2:30][C:25]2=[O:9])=[CH:18][CH:17]=1)(=[O:15])=[O:14]. (2) Given the reactants [CH2:1]([O:8][CH2:9][C:10](=[C:13]([C:16]#[N:17])[C:14]#[N:15])OC)[C:2]1[CH:7]=[CH:6][CH:5]=[CH:4][CH:3]=1.Cl.[C:19]([NH:23][NH2:24])([CH3:22])([CH3:21])[CH3:20].C(N(CC)CC)C, predict the reaction product. The product is: [NH2:15][C:14]1[N:23]([C:19]([CH3:22])([CH3:21])[CH3:20])[N:24]=[C:10]([CH2:9][O:8][CH2:1][C:2]2[CH:7]=[CH:6][CH:5]=[CH:4][CH:3]=2)[C:13]=1[C:16]#[N:17]. (3) Given the reactants Br[C:2]1[CH:14]=[CH:13][C:12]2[C:11]3[C:6](=[CH:7][CH:8]=[CH:9][CH:10]=3)[C:5]([CH2:22][CH2:23][CH2:24][CH2:25][CH2:26][CH2:27][Br:28])([CH2:15][CH2:16][CH2:17][CH2:18][CH2:19][CH2:20][Br:21])[C:4]=2[CH:3]=1.[B:38]1([B:38]2[O:42][C:41]([CH3:44])([CH3:43])[C:40]([CH3:46])([CH3:45])[O:39]2)[O:42][C:41]([CH3:44])([CH3:43])[C:40]([CH3:46])([CH3:45])[O:39]1.C([O-])(=O)C.[K+], predict the reaction product. The product is: [Br:21][CH2:20][CH2:19][CH2:18][CH2:17][CH2:16][CH2:15][C:5]1([CH2:22][CH2:23][CH2:24][CH2:25][CH2:26][CH2:27][Br:28])[C:4]2[CH:3]=[C:2]([B:38]3[O:39][C:40]([CH3:45])([CH3:46])[C:41]([CH3:43])([CH3:44])[O:42]3)[CH:14]=[CH:13][C:12]=2[C:11]2[C:6]1=[CH:7][CH:8]=[CH:9][CH:10]=2. (4) Given the reactants C([O:8][C:9]1[C:10]2[C:11]3[N:21]=[C:20]([C:22]4[CH:27]=[CH:26][CH:25]=[CH:24][CH:23]=4)[CH:19]=[C:18]([C:28]([O:30][CH3:31])=[O:29])[C:12]=3[NH:13][C:14]=2[CH:15]=[CH:16][CH:17]=1)C1C=CC=CC=1.C([O-])=O.[NH4+], predict the reaction product. The product is: [OH:8][C:9]1[C:10]2[C:11]3[N:21]=[C:20]([C:22]4[CH:27]=[CH:26][CH:25]=[CH:24][CH:23]=4)[CH:19]=[C:18]([C:28]([O:30][CH3:31])=[O:29])[C:12]=3[NH:13][C:14]=2[CH:15]=[CH:16][CH:17]=1.